Dataset: Kinase inhibitor binding affinity data with 442 proteins and 68 drugs (Kd values). Task: Regression. Given a target protein amino acid sequence and a drug SMILES string, predict the binding affinity score between them. We predict pKd (pKd = -log10(Kd in M); higher means stronger binding). Dataset: davis. The drug is COc1cc2c(Oc3ccc4[nH]c(C)cc4c3F)ncnc2cc1OCCCN1CCCC1. The target protein (RET(V804M)) has sequence MAKATSGAAGLRLLLLLLLPLLGKVALGLYFSRDAYWEKLYVDQAAGTPLLYVHALRDAPEEVPSFRLGQHLYGTYRTRLHENNWICIQEDTGLLYLNRSLDHSSWEKLSVRNRGFPLLTVYLKVFLSPTSLREGECQWPGCARVYFSFFNTSFPACSSLKPRELCFPETRPSFRIRENRPPGTFHQFRLLPVQFLCPNISVAYRLLEGEGLPFRCAPDSLEVSTRWALDREQREKYELVAVCTVHAGAREEVVMVPFPVTVYDEDDSAPTFPAGVDTASAVVEFKRKEDTVVATLRVFDADVVPASGELVRRYTSTLLPGDTWAQQTFRVEHWPNETSVQANGSFVRATVHDYRLVLNRNLSISENRTMQLAVLVNDSDFQGPGAGVLLLHFNVSVLPVSLHLPSTYSLSVSRRARRFAQIGKVCVENCLADLTGDAVSGRDEARSSGLGSQKHPGS. The pKd is 8.2.